Dataset: Reaction yield outcomes from USPTO patents with 853,638 reactions. Task: Predict the reaction yield, written as a fraction of the theoretical maximum amount of product (1.0 means a 100% yield; for example, 0.34 means a 34% yield). The reactants are [CH3:1][NH:2][C:3]1[C:8]([C:9](OCC)=[O:10])=[CH:7][N:6]=[C:5]([S:14][CH3:15])[N:4]=1.[H-].[H-].[H-].[H-].[Li+].[Al+3]. The catalyst is C1COCC1. The product is [CH3:1][NH:2][C:3]1[C:8]([CH2:9][OH:10])=[CH:7][N:6]=[C:5]([S:14][CH3:15])[N:4]=1. The yield is 0.900.